This data is from Full USPTO retrosynthesis dataset with 1.9M reactions from patents (1976-2016). The task is: Predict the reactants needed to synthesize the given product. (1) Given the product [CH2:16]([O:18][C:19]([C:21]1[CH:26]=[CH:25][C:24]([O:15][CH2:14][C:9]2[N:10]([CH3:13])[N:11]=[N:12][C:8]=2[C:5]2[CH:4]=[CH:3][C:2]([F:1])=[CH:7][N:6]=2)=[CH:23][N:22]=1)=[O:20])[CH3:17], predict the reactants needed to synthesize it. The reactants are: [F:1][C:2]1[CH:3]=[CH:4][C:5]([C:8]2[N:12]=[N:11][N:10]([CH3:13])[C:9]=2[CH2:14][OH:15])=[N:6][CH:7]=1.[CH2:16]([O:18][C:19]([C:21]1[CH:26]=[CH:25][C:24](O)=[CH:23][N:22]=1)=[O:20])[CH3:17].C1(P(C2C=CC=CC=2)C2C=CC=CC=2)C=CC=CC=1.N(C(OCC)=O)=NC(OCC)=O. (2) Given the product [CH:19]1([N:16]2[CH2:17][CH2:18][N:13]3[N:12]=[C:11]([NH:10][C:4]4[C:5](=[O:9])[N:6]([CH3:8])[CH:7]=[C:2]([B:23]5[O:27][C:26]([CH3:29])([CH3:28])[C:25]([CH3:31])([CH3:30])[O:24]5)[CH:3]=4)[CH:22]=[C:14]3[CH2:15]2)[CH2:21][CH2:20]1, predict the reactants needed to synthesize it. The reactants are: Br[C:2]1[CH:3]=[C:4]([NH:10][C:11]2[CH:22]=[C:14]3[CH2:15][N:16]([CH:19]4[CH2:21][CH2:20]4)[CH2:17][CH2:18][N:13]3[N:12]=2)[C:5](=[O:9])[N:6]([CH3:8])[CH:7]=1.[B:23]1([B:23]2[O:27][C:26]([CH3:29])([CH3:28])[C:25]([CH3:31])([CH3:30])[O:24]2)[O:27][C:26]([CH3:29])([CH3:28])[C:25]([CH3:31])([CH3:30])[O:24]1.CC([O-])=O.[K+]. (3) Given the product [CH2:67]([CH:74]1[CH2:80][N:79]([CH2:81][CH2:82][C:83]([NH:18][C:19]2[CH:24]=[CH:23][CH:22]=[CH:21][CH:20]=2)=[O:84])[C:78](=[O:86])[CH2:77][N:76]([S:87]([C:90]2[CH:91]=[CH:92][C:93]([Cl:96])=[CH:94][CH:95]=2)(=[O:88])=[O:89])[C:75]1=[O:97])[C:68]1[CH:69]=[CH:70][CH:71]=[CH:72][CH:73]=1, predict the reactants needed to synthesize it. The reactants are: C(C1CN(CC([NH:18][C:19]2[CH:24]=[CH:23][CH:22]=[CH:21][CH:20]=2)=O)C(=O)CN(S(C2C=CC(Cl)=CC=2)(=O)=O)C1=O)C1C=CC=CC=1.C(C1CN(CC(O)=O)C(=O)CN(S(C2C=CC(Cl)=CC=2)(=O)=O)C1=O)C1C=CC=CC=1.[CH2:67]([CH:74]1[CH2:80][N:79]([CH2:81][CH2:82][C:83](O)=[O:84])[C:78](=[O:86])[CH2:77][N:76]([S:87]([C:90]2[CH:95]=[CH:94][C:93]([Cl:96])=[CH:92][CH:91]=2)(=[O:89])=[O:88])[C:75]1=[O:97])[C:68]1[CH:73]=[CH:72][CH:71]=[CH:70][CH:69]=1. (4) Given the product [NH2:103][C@H:101]1[CH2:102][C@@H:98]([N:95]2[CH:94]=[N:93][C:92]3[C:96]2=[N:97][C:89]([Cl:88])=[N:90][C:91]=3[NH:120][C@H:121]([CH2:129][OH:130])[CH2:122][C:123]2[CH:128]=[CH:127][CH:126]=[CH:125][CH:124]=2)[C@H:99]([OH:119])[C@@H:100]1[OH:118], predict the reactants needed to synthesize it. The reactants are: FC(F)(F)C(O)=O.N[C@H]1C[C@@H](N2C=NC3C2=NC(Cl)=NC=3NCC(C2C=CC=CC=2)C2C=CC=CC=2)[C@H](O)[C@@H]1O.ClC1N=C2C(N=CN2C2CC(N(C(OC(C)(C)C)=O)C(OC(C)(C)C)=O)C(O)C2O)=C(NCC(C2C=CC=CC=2)C2C=CC=CC=2)N=1.[Cl:88][C:89]1[N:97]=[C:96]2[C:92]([N:93]=[CH:94][N:95]2[C@@H:98]2[CH2:102][C@H:101]([N:103](C(OC(C)(C)C)=O)C(OC(C)(C)C)=O)[C@@H:100]([OH:118])[C@H:99]2[OH:119])=[C:91]([NH:120][C@H:121]([CH2:129][OH:130])[CH2:122][C:123]2[CH:128]=[CH:127][CH:126]=[CH:125][CH:124]=2)[N:90]=1. (5) Given the product [CH:18]([CH:14]1[NH:15][CH2:16][CH2:17][N:12]([C:4]2[N:3]=[CH:2][C:11]3[C:6](=[CH:7][CH:8]=[CH:9][CH:10]=3)[N:5]=2)[CH2:13]1)([CH3:20])[CH3:19], predict the reactants needed to synthesize it. The reactants are: Cl[C:2]1[C:11]2[C:6](=[CH:7][CH:8]=[CH:9][CH:10]=2)[N:5]=[C:4]([N:12]2[CH2:17][CH2:16][NH:15][CH:14]([CH:18]([CH3:20])[CH3:19])[CH2:13]2)[N:3]=1. (6) Given the product [Cl:29][C:30]1[CH:35]=[C:34]([Cl:36])[CH:33]=[CH:32][C:31]=1[S:37]([NH:1][C:2]1[CH:7]=[CH:6][C:5]([S:28][C:25]2[CH:24]=[CH:23][C:22]([S:19]([N:13]3[CH2:14][CH2:15][O:16][CH2:17][CH2:18]3)(=[O:21])=[O:20])=[CH:27][CH:26]=2)=[C:4]([C:9]([F:12])([F:11])[F:10])[N:3]=1)(=[O:39])=[O:38], predict the reactants needed to synthesize it. The reactants are: [NH2:1][C:2]1[CH:7]=[CH:6][C:5](Br)=[C:4]([C:9]([F:12])([F:11])[F:10])[N:3]=1.[N:13]1([S:19]([C:22]2[CH:27]=[CH:26][C:25]([SH:28])=[CH:24][CH:23]=2)(=[O:21])=[O:20])[CH2:18][CH2:17][O:16][CH2:15][CH2:14]1.[Cl:29][C:30]1[CH:35]=[C:34]([Cl:36])[CH:33]=[CH:32][C:31]=1[S:37](Cl)(=[O:39])=[O:38].